This data is from Forward reaction prediction with 1.9M reactions from USPTO patents (1976-2016). The task is: Predict the product of the given reaction. (1) Given the reactants [Br:1][C:2]1[C:6]2[C:7](=[O:11])[NH:8][CH:9]=[CH:10][C:5]=2[N:4](COCC[Si](C)(C)C)[CH:3]=1.C([SiH](CC)CC)C.FC(F)(F)C(O)=O, predict the reaction product. The product is: [Br:1][C:2]1[C:6]2[C:7](=[O:11])[NH:8][CH:9]=[CH:10][C:5]=2[NH:4][CH:3]=1. (2) Given the reactants [N:1]1[CH:6]=[CH:5][C:4]([CH3:7])=[CH:3][C:2]=1[CH3:8].[Mn]([O-])(=O)(=O)=[O:10].[K+].[OH2:15], predict the reaction product. The product is: [CH3:8][C:2]1[CH:3]=[C:4]([CH:5]=[CH:6][N:1]=1)[C:7]([OH:10])=[O:15]. (3) Given the reactants C([N:3]([CH2:6][CH3:7])CC)C.[F:8][C:9]1[CH:10]=[C:11]([C:15]2[CH:23]=[CH:22][C:18]([C:19]([OH:21])=O)=[CH:17][N:16]=2)[CH:12]=[CH:13][CH:14]=1.CO.CN(C(O[N:34]1N=N[C:36]2[CH:37]=CC=[CH:40][C:35]1=2)=[N+](C)C)C.F[P-](F)(F)(F)(F)F, predict the reaction product. The product is: [NH2:34][C@H:35]1[CH2:36][CH2:37][CH2:7][C@H:6]([NH:3][C:19](=[O:21])[C:18]2[CH:22]=[CH:23][C:15]([C:11]3[CH:12]=[CH:13][CH:14]=[C:9]([F:8])[CH:10]=3)=[N:16][CH:17]=2)[CH2:40]1. (4) Given the reactants [N+:1]([C:4]1[CH:9]=[CH:8][CH:7]=[C:6]([N+:10]([O-:12])=[O:11])[C:5]=1[CH3:13])([O-:3])=[O:2].Cl.[NH2:15]O.[OH-].[K+].[Cl-].[NH4+], predict the reaction product. The product is: [N+:1]([C:4]1[C:5]([CH3:13])=[C:6]([N+:10]([O-:12])=[O:11])[CH:7]=[CH:8][C:9]=1[NH2:15])([O-:3])=[O:2]. (5) Given the reactants [OH:1][C:2]1[C:3]2[N:13]([C:14]3[CH:19]=[CH:18][C:17]([C:20]4[C:21]([O:26]C)=[N:22][CH:23]=[CH:24][CH:25]=4)=[CH:16][CH:15]=3)[CH:12]=[CH:11][C:4]=2[NH:5][C:6](=[O:10])[C:7]=1[C:8]#[N:9].B(Br)(Br)Br, predict the reaction product. The product is: [OH:1][C:2]1[C:3]2[N:13]([C:14]3[CH:15]=[CH:16][C:17]([C:20]4[C:21]([OH:26])=[N:22][CH:23]=[CH:24][CH:25]=4)=[CH:18][CH:19]=3)[CH:12]=[CH:11][C:4]=2[NH:5][C:6](=[O:10])[C:7]=1[C:8]#[N:9]. (6) Given the reactants Cl.[O:2]1[C:6]2[CH:7]=[CH:8][C:9]([C:11]3[S:19][C:18]4[C:17](=[O:20])[N:16]([CH:21]5[CH2:26][CH2:25][NH:24][CH2:23][CH2:22]5)[C:15](=[O:27])[N:14]([CH2:28][C:29]5[O:33][N:32]=[C:31]([CH2:34][CH3:35])[N:30]=5)[C:13]=4[CH:12]=3)=[CH:10][C:5]=2[O:4][CH2:3]1.[CH2:36]([O:38][C:39]1[C:48]([O:49][CH3:50])=[CH:47][C:46]2[C:45]([C:51]3[CH:59]=[CH:58][C:54]([C:55](O)=[O:56])=[CH:53][CH:52]=3)=[N:44][C@@H:43]3[CH2:60][CH2:61][S:62][CH2:63][C@@H:42]3[C:41]=2[CH:40]=1)[CH3:37].C1C=CC2N(O)N=NC=2C=1.CCN=C=NCCCN(C)C, predict the reaction product. The product is: [O:2]1[C:6]2[CH:7]=[CH:8][C:9]([C:11]3[S:19][C:18]4[C:17](=[O:20])[N:16]([CH:21]5[CH2:26][CH2:25][N:24]([C:55]([C:54]6[CH:58]=[CH:59][C:51]([C:45]7[C:46]8[CH:47]=[C:48]([O:49][CH3:50])[C:39]([O:38][CH2:36][CH3:37])=[CH:40][C:41]=8[C@H:42]8[CH2:63][S:62][CH2:61][CH2:60][C@H:43]8[N:44]=7)=[CH:52][CH:53]=6)=[O:56])[CH2:23][CH2:22]5)[C:15](=[O:27])[N:14]([CH2:28][C:29]5[O:33][N:32]=[C:31]([CH2:34][CH3:35])[N:30]=5)[C:13]=4[CH:12]=3)=[CH:10][C:5]=2[O:4][CH2:3]1.